Regression. Given two drug SMILES strings and cell line genomic features, predict the synergy score measuring deviation from expected non-interaction effect. From a dataset of NCI-60 drug combinations with 297,098 pairs across 59 cell lines. (1) Drug 1: CC1=C2C(C(=O)C3(C(CC4C(C3C(C(C2(C)C)(CC1OC(=O)C(C(C5=CC=CC=C5)NC(=O)OC(C)(C)C)O)O)OC(=O)C6=CC=CC=C6)(CO4)OC(=O)C)OC)C)OC. Drug 2: C1CC(=O)NC(=O)C1N2C(=O)C3=CC=CC=C3C2=O. Cell line: MCF7. Synergy scores: CSS=47.1, Synergy_ZIP=9.40, Synergy_Bliss=9.35, Synergy_Loewe=-15.3, Synergy_HSA=8.99. (2) Drug 1: CC1=C(C(=CC=C1)Cl)NC(=O)C2=CN=C(S2)NC3=CC(=NC(=N3)C)N4CCN(CC4)CCO. Drug 2: C1CN1C2=NC(=NC(=N2)N3CC3)N4CC4. Cell line: SW-620. Synergy scores: CSS=27.7, Synergy_ZIP=-1.80, Synergy_Bliss=2.36, Synergy_Loewe=4.80, Synergy_HSA=6.16. (3) Drug 1: CC1=C2C(C(=O)C3(C(CC4C(C3C(C(C2(C)C)(CC1OC(=O)C(C(C5=CC=CC=C5)NC(=O)OC(C)(C)C)O)O)OC(=O)C6=CC=CC=C6)(CO4)OC(=O)C)OC)C)OC. Drug 2: CCN(CC)CCCC(C)NC1=C2C=C(C=CC2=NC3=C1C=CC(=C3)Cl)OC. Cell line: SF-539. Synergy scores: CSS=65.3, Synergy_ZIP=6.79, Synergy_Bliss=6.03, Synergy_Loewe=-1.78, Synergy_HSA=9.13.